From a dataset of Forward reaction prediction with 1.9M reactions from USPTO patents (1976-2016). Predict the product of the given reaction. (1) The product is: [CH3:8][O:9][C:10](=[O:52])[CH2:11][C:12]1[CH:13]=[N:14][CH:15]=[C:16]([C:18]2[CH:23]=[CH:22][C:21]([C:24]([CH2:25][CH3:26])([C:27]3[CH:32]=[CH:31][C:30]([CH2:33][CH2:34][C:35]([OH:44])([C:36]([F:37])([F:39])[F:38])[C:40]([F:42])([F:43])[F:41])=[C:29]([CH3:48])[CH:28]=3)[CH2:49][CH3:50])=[CH:20][C:19]=2[CH3:51])[CH:17]=1. Given the reactants FC(F)(F)C(O)=O.[CH3:8][O:9][C:10](=[O:52])[CH2:11][C:12]1[CH:13]=[N:14][CH:15]=[C:16]([C:18]2[CH:23]=[CH:22][C:21]([C:24]([CH2:49][CH3:50])([C:27]3[CH:32]=[CH:31][C:30]([CH2:33][CH2:34][C:35]([O:44]COC)([C:40]([F:43])([F:42])[F:41])[C:36]([F:39])([F:38])[F:37])=[C:29]([CH3:48])[CH:28]=3)[CH2:25][CH3:26])=[CH:20][C:19]=2[CH3:51])[CH:17]=1, predict the reaction product. (2) Given the reactants [N:1]1([C:6]2[N:11]=[C:10]3[N:12]([CH:27]([CH3:29])[CH3:28])[C:13](=[O:26])[N:14]([CH2:17][C:18]4[CH:23]=[CH:22][C:21]([O:24][CH3:25])=[CH:20][CH:19]=4)[C:15](=[O:16])[C:9]3=[CH:8][N:7]=2)C=CN=C1.N[C:31]1[CH:36]=[CH:35][C:34]([N:37]2[CH2:42][CH2:41][N:40]([CH3:43])[CH2:39][CH2:38]2)=[CH:33][CH:32]=1, predict the reaction product. The product is: [CH:27]([N:12]1[C:10]2=[N:11][C:6]([NH:1][C:31]3[CH:32]=[CH:33][C:34]([N:37]4[CH2:42][CH2:41][N:40]([CH3:43])[CH2:39][CH2:38]4)=[CH:35][CH:36]=3)=[N:7][CH:8]=[C:9]2[C:15](=[O:16])[N:14]([CH2:17][C:18]2[CH:23]=[CH:22][C:21]([O:24][CH3:25])=[CH:20][CH:19]=2)[C:13]1=[O:26])([CH3:29])[CH3:28]. (3) Given the reactants [Cl:1][C:2]1[C:3]([S:32]([OH:35])(=[O:34])=O)=[N:4][CH:5]=[C:6]([C:17]([N:19]2[CH2:24][CH2:23][CH:22]([C:25]3[CH:30]=[CH:29][C:28]([F:31])=[CH:27][CH:26]=3)[CH2:21][CH2:20]2)=[O:18])[C:7]=1[NH:8][C:9]1[CH:14]=[CH:13][C:12]([F:15])=[CH:11][C:10]=1[CH3:16].[C:36]([C:40]1[O:44][N:43]=[C:42]([NH2:45])[CH:41]=1)([CH3:39])([CH3:38])[CH3:37], predict the reaction product. The product is: [C:36]([C:40]1[O:44][N:43]=[C:42]([NH:45][S:32]([C:3]2[C:2]([Cl:1])=[C:7]([NH:8][C:9]3[CH:14]=[CH:13][C:12]([F:15])=[CH:11][C:10]=3[CH3:16])[C:6]([C:17]([N:19]3[CH2:24][CH2:23][CH:22]([C:25]4[CH:26]=[CH:27][C:28]([F:31])=[CH:29][CH:30]=4)[CH2:21][CH2:20]3)=[O:18])=[CH:5][N:4]=2)(=[O:35])=[O:34])[CH:41]=1)([CH3:39])([CH3:38])[CH3:37].